The task is: Predict the reactants needed to synthesize the given product.. This data is from Full USPTO retrosynthesis dataset with 1.9M reactions from patents (1976-2016). The reactants are: Cl.[C:2]([O:6][C:7]([C:9]1[S:10][C:11]([CH2:14][CH2:15][CH2:16][NH2:17])=[CH:12][CH:13]=1)=[O:8])([CH3:5])([CH3:4])[CH3:3].[Br:18][C:19]1[CH:20]=[C:21]([CH2:25][CH2:26][CH:27]=O)[CH:22]=[CH:23][CH:24]=1. Given the product [C:2]([O:6][C:7]([C:9]1[S:10][C:11]([CH2:14][CH2:15][CH2:16][NH:17][CH2:27][CH2:26][CH2:25][C:21]2[CH:22]=[CH:23][CH:24]=[C:19]([Br:18])[CH:20]=2)=[CH:12][CH:13]=1)=[O:8])([CH3:5])([CH3:4])[CH3:3], predict the reactants needed to synthesize it.